Dataset: Experimentally validated miRNA-target interactions with 360,000+ pairs, plus equal number of negative samples. Task: Binary Classification. Given a miRNA mature sequence and a target amino acid sequence, predict their likelihood of interaction. (1) Result: 0 (no interaction). The miRNA is rno-miR-151-5p with sequence UCGAGGAGCUCACAGUCUAGU. The protein sequence of the target gene is MACTKTLQQSQPISAGATTTTTAVAPAGGHSGSTECDLECLVCREPYSCPRLPKLLACQHAFCAICLKLLLCVQDNTWSITCPLCRKVTAVPGGLICSLRDHEAVVGQLAQPCTEVSLCPQGLVDPADLAAGHPSLVGEDGQDEVSANHVAARRLAAHLLLLALLIILIGPFIYPGVLRWVLTFIIALALLMSTLFCCLPSTRGSCWPSSRTLFCREQKHSHISSIA. (2) The miRNA is hsa-miR-380-3p with sequence UAUGUAAUAUGGUCCACAUCUU. The protein sequence of the target gene is MADLEEQLSDEEKVRIAAKFIIHAPPGEFNEVFNDVRLLLNNDNLLREGAAHAFAQYNLDQFTPVKIEGYEDQVLITEHGDLGNGKFLDPKNRICFKFDHLRKEATDPRPCEVENAVESWRTSVETALRAYVKEHYPNGVCTVYGKKIDGQQTIIACIESHQFQAKNFWNGRWRSEWKFTITPSTTQVVGILKIQVHYYEDGNVQLVSHKDIQDSLTVSNEVQTAKEFIKIVEAAENEYQTAISENYQTMSDTTFKALRRQLPVTRTKIDWNKILSYKIGKEMQNA. Result: 1 (interaction). (3) The miRNA is hsa-miR-200c-3p with sequence UAAUACUGCCGGGUAAUGAUGGA. The protein sequence of the target gene is MAATMKKAAAEDVNVTFEDQQKINKFARNTSRITELKEEIEVKKKQLQNLEDACDDIMLADDDCLMIPYQIGDVFISHSQEETQEMLEEAKKNLQEEIDALESRVESIQRVLADLKVQLYAKFGSNINLEADES. Result: 0 (no interaction). (4) The protein sequence of the target gene is MEPAPDAQEARTVREALGRYEAALEGAVRALHEDMRGLQRGVERRVAEAMRLAGPLARTVADLQRDNQRLQAQLERLTRQVEALGLASGMSPVPGTPGTPSPPPAPGVPDRAPRLGSARFASHATFSLSGRGQSLDHDEASESEMRKTSNSCIMENGHQPGAGPGDGPPEIAQNFSAPDPPRPRPVSLSLRLPHQPVTAITRVSDRFSGETSAAALSPMSAATLGGLNPSPSEVITPWTPSPSEKNSSFTWSVPSSGYGAVTASKHSNSPPLVTPPQSPVSPQPPAITQVHRQGERRREL.... The miRNA is hsa-miR-504-3p with sequence GGGAGUGCAGGGCAGGGUUUC. Result: 1 (interaction). (5) The miRNA is hsa-miR-3165 with sequence AGGUGGAUGCAAUGUGACCUCA. The protein sequence of the target gene is MALDGIRMPDGCYADGTWELSVHVTDLNRDVTLRVTGEVHIGGVMLKLVEKLDVKKDWSDHALWWEKKRTWLLKTHWTLDKCGIQADAKLQFTPQHKLLRLQLPNMKYVKVKVNFSDRVFKAVSDICKTFNIRHPEELSLLKKPRDPTKKKKKKLDDQSEDEALELEGPLIMPGSGSIYSSPGLYSKTMTPTYDAHDGSPLSPTSAWFGDSALSEGNPGILAVSQPVTSPEILAKMFKPQALLDKAKTNQGWLDSSRSLMEQDVKENEALLLRFKYYSFFDLNPKYDAIRINQLYEQAKW.... Result: 0 (no interaction). (6) The miRNA is mmu-miR-7115-3p with sequence ACUUGGUCCCCUGCCCCCACAG. The protein sequence of the target gene is MAFDSTWKVDRSENYDKFMEKMGVNIVKRKLAAHDNLKLTITQEGNKFTVKESSAFRNIEVVFELGVTFNYNLADGTELRGTWSLEGNKLIGKFKRTDNGNELNTVREIIGDELVQTYVYEGVEAKRIFKKD. Result: 0 (no interaction). (7) The miRNA is hsa-miR-23a-3p with sequence AUCACAUUGCCAGGGAUUUCC. The protein sequence of the target gene is MAMSSFLINSNYVDPKFPPCEEYSQSDYLPSDHSPGYYAGGQRRESSFQPEAGFGRRAACTVQRYAACRDPGPPPPPPPPPPPPPPPGLSPRAPAPPPAGALLPEPGQRCEAVSSSPPPPPCAQNPLHPSPSHSACKEPVVYPWMRKVHVSTVNPNYAGGEPKRSRTAYTRQQVLELEKEFHYNRYLTRRRRVEIAHALCLSERQIKIWFQNRRMKWKKDHKLPNTKIRSGGAAGSAGGPPGRPNGGPRAL. Result: 1 (interaction). (8) The miRNA is hsa-miR-3911 with sequence UGUGUGGAUCCUGGAGGAGGCA. The protein sequence of the target gene is MDDWKSRLVIKSMLPHFAMVGNRQEPRKLQESGKKPSWMEEEDLSFLYKSSPGRKHQGTVKRRQEEDHFQFPDMADGGYPNKIKRPCLEDVTLAMGPGAHPSTACAELQVPPLTINPSPAAMGVAGQSLLLENNPMNGNIMGSPFVVPQTTEVGLKGPTVPYYEKINSVPAVDQELQELLEELTKIQDPSPNELDLEKILGTKPEEPLVLDHPQATLSTTPKPSVQMSHLESLASSKEFASSCSQVTGMSLQIPSSSTGISYSIPSTSKQIVSPSSSMAQSKSQVQAMLPVALPPLPVPQ.... Result: 0 (no interaction).